Dataset: Peptide-MHC class II binding affinity with 134,281 pairs from IEDB. Task: Regression. Given a peptide amino acid sequence and an MHC pseudo amino acid sequence, predict their binding affinity value. This is MHC class II binding data. (1) The MHC is HLA-DQA10301-DQB10301 with pseudo-sequence HLA-DQA10301-DQB10301. The peptide sequence is MENRWQVMIVWQVDR. The binding affinity (normalized) is 0.145. (2) The peptide sequence is DVCGMFTNRSGSQQW. The MHC is HLA-DQA10102-DQB10602 with pseudo-sequence HLA-DQA10102-DQB10602. The binding affinity (normalized) is 0.386. (3) The peptide sequence is FLHSEEGSRAYRNAL. The MHC is DRB3_0202 with pseudo-sequence DRB3_0202. The binding affinity (normalized) is 0.487. (4) The peptide sequence is YVLSSLHIYWGKE. The binding affinity (normalized) is 0.402. The MHC is DRB1_1501 with pseudo-sequence DRB1_1501. (5) The peptide sequence is EKKYFAAIQFEPLAA. The MHC is HLA-DPA10201-DPB10501 with pseudo-sequence HLA-DPA10201-DPB10501. The binding affinity (normalized) is 0.782. (6) The binding affinity (normalized) is 1.00. The peptide sequence is QNSNEVQEVFAKAFAYYIEP. The MHC is DRB1_0701 with pseudo-sequence DRB1_0701. (7) The peptide sequence is KHIVWASRELERFAV. The MHC is DRB1_0301 with pseudo-sequence DRB1_0301. The binding affinity (normalized) is 0.751. (8) The binding affinity (normalized) is 0.416. The MHC is DRB1_1201 with pseudo-sequence DRB1_1201. The peptide sequence is MVGTILEMLGTRLDQ. (9) The peptide sequence is KLVLDIKYTRPGDSL. The MHC is HLA-DPA10301-DPB10402 with pseudo-sequence HLA-DPA10301-DPB10402. The binding affinity (normalized) is 0.204.